Dataset: Full USPTO retrosynthesis dataset with 1.9M reactions from patents (1976-2016). Task: Predict the reactants needed to synthesize the given product. (1) Given the product [NH2:17][CH:8]1[CH2:9][CH2:10][N:11]([C:22](=[O:25])[CH3:23])[CH2:12][CH2:13]1, predict the reactants needed to synthesize it. The reactants are: C([CH:8]1[CH2:13][CH2:12][N:11](N)[CH2:10][CH2:9]1)(OC(C)(C)C)=O.CC[N:17](CC)CC.[C:22]([O:25]C(=O)C)(=O)[CH3:23].Cl.O1CCOCC1. (2) Given the product [CH3:19][NH:20][S:2]([C:5]1[CH:6]=[CH:7][C:8]([O:14][C:15]([F:18])([F:17])[F:16])=[C:9]([CH:13]=1)[C:10]([OH:12])=[O:11])(=[O:4])=[O:3], predict the reactants needed to synthesize it. The reactants are: Cl[S:2]([C:5]1[CH:6]=[CH:7][C:8]([O:14][C:15]([F:18])([F:17])[F:16])=[C:9]([CH:13]=1)[C:10]([OH:12])=[O:11])(=[O:4])=[O:3].[CH3:19][NH2:20]. (3) Given the product [N:19]12[CH2:26][CH2:25][CH:22]([CH2:23][CH2:24]1)[C@@H:21]([NH:27][C:15]([C:13]1[S:14][C:10]([CH:9]=[CH:8][C:4]3[CH:5]=[CH:6][CH:7]=[C:2]([Cl:1])[CH:3]=3)=[CH:11][CH:12]=1)=[O:17])[CH2:20]2, predict the reactants needed to synthesize it. The reactants are: [Cl:1][C:2]1[CH:3]=[C:4]([CH:8]=[CH:9][C:10]2[S:14][C:13]([C:15]([O:17]C)=O)=[CH:12][CH:11]=2)[CH:5]=[CH:6][CH:7]=1.[N:19]12[CH2:26][CH2:25][CH:22]([CH2:23][CH2:24]1)[C@@H:21]([NH:27]C(C1SC(C3N=C(C)SC=3)=CC=1)=O)[CH2:20]2. (4) Given the product [Cl:1][C:2]1[CH:3]=[C:4]([N+:9]([O-:11])=[O:10])[CH:5]=[CH:6][C:7]=1[N:14]([CH3:15])[CH3:13], predict the reactants needed to synthesize it. The reactants are: [Cl:1][C:2]1[CH:3]=[C:4]([N+:9]([O-:11])=[O:10])[CH:5]=[CH:6][C:7]=1F.Cl.[CH3:13][NH:14][CH3:15].C([O-])([O-])=O.[K+].[K+]. (5) Given the product [CH3:24][N:25]([CH3:29])[CH2:26][C:27]#[C:28][C:2]1[CH:3]=[C:4]2[C:8](=[CH:9][CH:10]=1)[NH:7][C:6](=[O:11])/[C:5]/2=[N:12]\[NH:13][C:14](=[O:23])[CH2:15][C:16]1[CH:21]=[CH:20][C:19]([F:22])=[CH:18][CH:17]=1, predict the reactants needed to synthesize it. The reactants are: I[C:2]1[CH:3]=[C:4]2[C:8](=[CH:9][CH:10]=1)[NH:7][C:6](=[O:11])[C:5]2=[N:12][NH:13][C:14](=[O:23])[CH2:15][C:16]1[CH:21]=[CH:20][C:19]([F:22])=[CH:18][CH:17]=1.[CH3:24][N:25]([CH3:29])[CH2:26][C:27]#[CH:28]. (6) Given the product [CH:27]([C:30]1[CH:35]=[CH:34][CH:33]=[CH:32][C:31]=1[NH:36][C:37]([NH:39][C:40]([NH:24][CH2:23][CH2:22][CH2:21][C:17]1[CH:18]=[CH:19][CH:20]=[C:15]([C:12]2[N:13]=[CH:14][N:10]([C:7]3[CH:6]=[CH:5][C:4]([O:3][C:2]([F:1])([F:25])[F:26])=[CH:9][CH:8]=3)[N:11]=2)[CH:16]=1)=[O:42])=[S:38])([CH3:29])[CH3:28], predict the reactants needed to synthesize it. The reactants are: [F:1][C:2]([F:26])([F:25])[O:3][C:4]1[CH:9]=[CH:8][C:7]([N:10]2[CH:14]=[N:13][C:12]([C:15]3[CH:16]=[C:17]([CH2:21][CH2:22][CH2:23][NH2:24])[CH:18]=[CH:19][CH:20]=3)=[N:11]2)=[CH:6][CH:5]=1.[CH:27]([C:30]1[CH:35]=[CH:34][CH:33]=[CH:32][C:31]=1[NH:36][C:37]([NH2:39])=[S:38])([CH3:29])[CH3:28].[C:40]([O-])(=[O:42])C.[Na+].